The task is: Predict the product of the given reaction.. This data is from Forward reaction prediction with 1.9M reactions from USPTO patents (1976-2016). (1) Given the reactants Br[C:2]1[C:3]([CH3:13])=[C:4]([CH:9]=[C:10]([Cl:12])[CH:11]=1)[C:5]([O:7][CH3:8])=[O:6].C(N(CC)C(C)C)(C)C.CC1(C)C2C(=C(P(C3C=CC=CC=3)C3C=CC=CC=3)C=CC=2)OC2C(P(C3C=CC=CC=3)C3C=CC=CC=3)=CC=CC1=2.[CH2:65]1[CH2:70][CH2:69][CH:68]([SH:71])[CH2:67][CH2:66]1, predict the reaction product. The product is: [Cl:12][C:10]1[CH:11]=[C:2]([S:71][CH:68]2[CH2:69][CH2:70][CH2:65][CH2:66][CH2:67]2)[C:3]([CH3:13])=[C:4]([CH:9]=1)[C:5]([O:7][CH3:8])=[O:6]. (2) Given the reactants [C:1]([C:5]1[CH:6]=[C:7]2[C:12](=[C:13]([F:15])[CH:14]=1)[C:11](=[O:16])[N:10]([C:17]1[C:22]([CH2:23][OH:24])=[C:21]([C:25]3[CH:30]=[C:29]([NH:31][C:32]4[CH:41]=[C:35]5[CH2:36][N:37]([CH3:40])[CH2:38][CH2:39][N:34]5[N:33]=4)[C:28](=[O:42])[N:27]([CH3:43])[N:26]=3)[CH:20]=[CH:19][N:18]=1)[N:9]=[CH:8]2)([CH3:4])([CH3:3])[CH3:2].ClC1C=C(C=CC=1)C(OO)=[O:49], predict the reaction product. The product is: [C:1]([C:5]1[CH:6]=[C:7]2[C:12](=[C:13]([F:15])[CH:14]=1)[C:11](=[O:16])[N:10]([C:17]1[C:22]([CH2:23][OH:24])=[C:21]([C:25]3[CH:30]=[C:29]([NH:31][C:32]4[CH:41]=[C:35]5[CH2:36][N+:37]([O-:49])([CH3:40])[CH2:38][CH2:39][N:34]5[N:33]=4)[C:28](=[O:42])[N:27]([CH3:43])[N:26]=3)[CH:20]=[CH:19][N:18]=1)[N:9]=[CH:8]2)([CH3:4])([CH3:2])[CH3:3]. (3) Given the reactants [Cl:1][C:2]1[C:13]2[C:12](=O)[N:11]([CH:15]3[CH2:20][CH2:19][N:18]([CH3:21])[CH2:17][CH2:16]3)[C:10](=[O:22])[C:9]=2[CH:8]=[C:7]2[C:3]=1[N:4]=[C:5]([C:23]1[C:24](=[O:38])[NH:25][CH:26]=[CH:27][C:28]=1[NH:29][CH:30]([CH3:37])[CH2:31][C:32]1[S:33][CH:34]=[CH:35][CH:36]=1)[NH:6]2, predict the reaction product. The product is: [Cl:1][C:2]1[C:13]2[CH2:12][N:11]([CH:15]3[CH2:20][CH2:19][N:18]([CH3:21])[CH2:17][CH2:16]3)[C:10](=[O:22])[C:9]=2[CH:8]=[C:7]2[C:3]=1[N:4]=[C:5]([C:23]1[C:24](=[O:38])[NH:25][CH:26]=[CH:27][C:28]=1[NH:29][CH:30]([CH3:37])[CH2:31][C:32]1[S:33][CH:34]=[CH:35][CH:36]=1)[NH:6]2. (4) Given the reactants B(O)(O)O.[OH-:5].[K+].C([O:9][CH2:10][CH:11]([O:40]C=O)[CH2:12][NH:13][C:14](=[O:39])[C:15]1[C:20]([I:21])=[C:19]([NH:22][CH:23]=[O:24])[C:18]([I:25])=[C:17]([C:26](=[O:37])[NH:27][CH:28]([CH2:33][O:34]C=O)[CH2:29][O:30]C=O)[C:16]=1[I:38])=O.[CH2:43]([CH:45]1[O:47][CH2:46]1)Cl, predict the reaction product. The product is: [OH:47][CH:45]([CH2:43][N:22]([C:19]1[C:20]([I:21])=[C:15]([C:14]([NH:13][CH2:12][CH:11]([OH:40])[CH2:10][OH:9])=[O:39])[C:16]([I:38])=[C:17]([C:18]=1[I:25])[C:26]([NH:27][CH:28]([CH2:29][OH:30])[CH2:33][OH:34])=[O:37])[CH:23]=[O:24])[CH2:46][N:22]([C:19]1[C:20]([I:21])=[C:15]([C:14]([NH:13][CH2:12][CH:11]([OH:40])[CH2:10][OH:9])=[O:39])[C:16]([I:38])=[C:17]([C:18]=1[I:25])[C:26]([NH:27][CH:28]([CH2:29][OH:30])[CH2:33][OH:34])=[O:37])[CH:23]=[O:5]. (5) The product is: [F:1][C:2]1[CH:11]=[C:10]([NH:12][S:13]([C:16]2[CH:21]=[CH:20][CH:19]=[CH:18][CH:17]=2)(=[O:14])=[O:15])[C:9]([F:22])=[CH:8][C:3]=1[C:4]([OH:6])=[O:5]. Given the reactants [F:1][C:2]1[CH:11]=[C:10]([NH:12][S:13]([C:16]2[CH:21]=[CH:20][CH:19]=[CH:18][CH:17]=2)(=[O:15])=[O:14])[C:9]([F:22])=[CH:8][C:3]=1[C:4]([O:6]C)=[O:5].Cl, predict the reaction product. (6) The product is: [CH:1]1([C:4]2[N:8]([C:26]([O:28][C:29]([CH3:32])([CH3:31])[CH3:30])=[O:27])[C:7]3[CH:9]=[C:10]([C:19]4[C:20]([CH3:25])=[N:21][O:22][C:23]=4[CH3:24])[CH:11]=[C:12]([C:13](=[O:14])[N:15]([O:17][CH3:18])[CH3:16])[C:6]=3[N:5]=2)[CH2:3][CH2:2]1. Given the reactants [CH:1]1([C:4]2[NH:8][C:7]3[CH:9]=[C:10]([C:19]4[C:20]([CH3:25])=[N:21][O:22][C:23]=4[CH3:24])[CH:11]=[C:12]([C:13]([N:15]([O:17][CH3:18])[CH3:16])=[O:14])[C:6]=3[N:5]=2)[CH2:3][CH2:2]1.[C:26](O[C:26]([O:28][C:29]([CH3:32])([CH3:31])[CH3:30])=[O:27])([O:28][C:29]([CH3:32])([CH3:31])[CH3:30])=[O:27].C(N(CC)C(C)C)(C)C, predict the reaction product. (7) Given the reactants Br[CH2:2][C@@H:3]([C:5]1[CH:10]=[CH:9][C:8]([C:11]([F:14])([F:13])[F:12])=[C:7]([F:15])[CH:6]=1)[OH:4].[CH3:16][NH2:17], predict the reaction product. The product is: [F:15][C:7]1[CH:6]=[C:5]([C@@H:3]([OH:4])[CH2:2][NH:17][CH3:16])[CH:10]=[CH:9][C:8]=1[C:11]([F:14])([F:13])[F:12].